This data is from Full USPTO retrosynthesis dataset with 1.9M reactions from patents (1976-2016). The task is: Predict the reactants needed to synthesize the given product. Given the product [CH2:57]([N:59]([CH3:60])[C:14](=[O:16])[C:13]1[CH:17]=[CH:18][C:19]([O:21][CH2:22][C:23]2[CH:32]=[CH:31][C:30]3[C:25](=[CH:26][CH:27]=[CH:28][CH:29]=3)[N:24]=2)=[CH:20][C:12]=1[C:4]1([C:42]2[CH:43]=[CH:44][CH:45]=[CH:46][CH:61]=2)[CH2:5][CH:2]([CH3:1])[CH2:3]1)[CH3:58], predict the reactants needed to synthesize it. The reactants are: [CH3:1][CH:2]1[CH2:5][C:4]([C:12]2[CH:20]=[C:19]([O:21][CH2:22][C:23]3[CH:32]=[CH:31][C:30]4[C:25](=[CH:26][CH:27]=[CH:28][CH:29]=4)[N:24]=3)[CH:18]=[CH:17][C:13]=2[C:14]([OH:16])=O)(C2C=CC=CC=2)[CH2:3]1.CN(C(ON1N=N[C:43]2[CH:44]=[CH:45][CH:46]=N[C:42]1=2)=[N+](C)C)C.F[P-](F)(F)(F)(F)F.[CH2:57]([NH:59][CH3:60])[CH3:58].[CH3:61]CN(C(C)C)C(C)C.C(=O)(O)[O-].